This data is from HIV replication inhibition screening data with 41,000+ compounds from the AIDS Antiviral Screen. The task is: Binary Classification. Given a drug SMILES string, predict its activity (active/inactive) in a high-throughput screening assay against a specified biological target. (1) The compound is CCOC(=O)C(C#N)=C1SC(C(=O)NN=Cc2ccc(OC)cc2)=C(N)N1c1ccccc1. The result is 0 (inactive). (2) The drug is CN(C)B(B(N(C)C)N(C)C)N(C)C. The result is 0 (inactive). (3) The molecule is O=C1CCCc2c(O)ccc(O)c21. The result is 0 (inactive). (4) The result is 0 (inactive). The compound is O=[N+]([O-])c1ccc(NSc2ccccc2)cc1.